From a dataset of Forward reaction prediction with 1.9M reactions from USPTO patents (1976-2016). Predict the product of the given reaction. (1) Given the reactants [OH:1][CH:2]([CH2:39][CH2:40][CH2:41]O)[CH2:3][O:4][C@H:5]1[CH2:10][CH2:9][C@H:8]([N:11]2[C:16](=[O:17])[C:15]([CH2:18][C:19]3[CH:24]=[CH:23][C:22]([C:25]4[C:26]([C:31]#[N:32])=[CH:27][CH:28]=[CH:29][CH:30]=4)=[CH:21][CH:20]=3)=[C:14]([CH2:33][CH2:34][CH3:35])[N:13]3[N:36]=[CH:37][N:38]=[C:12]23)[CH2:7][CH2:6]1.C1(P(C2C=CC=CC=2)C2C=CC=CC=2)C=CC=CC=1.N(C(OCC)=O)=NC(OCC)=O.O, predict the reaction product. The product is: [O:17]=[C:16]1[C:15]([CH2:18][C:19]2[CH:20]=[CH:21][C:22]([C:25]3[C:26]([C:31]#[N:32])=[CH:27][CH:28]=[CH:29][CH:30]=3)=[CH:23][CH:24]=2)=[C:14]([CH2:33][CH2:34][CH3:35])[N:13]2[N:36]=[CH:37][N:38]=[C:12]2[N:11]1[C@H:8]1[CH2:9][CH2:10][C@H:5]([O:4][CH2:3][CH:2]2[CH2:39][CH2:40][CH2:41][O:1]2)[CH2:6][CH2:7]1. (2) Given the reactants C(OC(=O)[NH:7][CH2:8][CH2:9][C:10]1[NH:11][CH:12]=[C:13]([C:15]2[CH:20]=[CH:19][C:18]([C:21]3[CH:26]=[CH:25][CH:24]=[CH:23][CH:22]=3)=[CH:17][CH:16]=2)[N:14]=1)(C)(C)C.C(OCC)(=O)C, predict the reaction product. The product is: [C:18]1([C:21]2[CH:22]=[CH:23][CH:24]=[CH:25][CH:26]=2)[CH:19]=[CH:20][C:15]([C:13]2[N:14]=[C:10]([CH2:9][CH2:8][NH2:7])[NH:11][CH:12]=2)=[CH:16][CH:17]=1.